Dataset: Full USPTO retrosynthesis dataset with 1.9M reactions from patents (1976-2016). Task: Predict the reactants needed to synthesize the given product. (1) Given the product [CH:1]([N:4]1[C:8]([C:9]2[N:18]=[C:17]3[C:16]4[CH:19]=[CH:20][C:21]([CH:23]5[CH2:28][CH2:27][N:26]([C:29]([CH3:33])([CH3:32])[C:30]([NH2:31])=[O:35])[CH2:25][CH2:24]5)=[CH:22][C:15]=4[O:14][CH2:13][CH2:12][N:11]3[CH:10]=2)=[N:7][CH:6]=[N:5]1)([CH3:3])[CH3:2], predict the reactants needed to synthesize it. The reactants are: [CH:1]([N:4]1[C:8]([C:9]2[N:18]=[C:17]3[N:11]([CH2:12][CH2:13][O:14][C:15]4[CH:22]=[C:21]([CH:23]5[CH2:28][CH2:27][N:26]([C:29]([CH3:33])([CH3:32])[C:30]#[N:31])[CH2:25][CH2:24]5)[CH:20]=[CH:19][C:16]=43)[CH:10]=2)=[N:7][CH:6]=[N:5]1)([CH3:3])[CH3:2].S(=O)(=O)(O)[OH:35].C(=O)([O-])[O-].[Na+].[Na+]. (2) Given the product [CH3:15][C:16]1[C:20]([CH2:21][NH:5][C:4]2[CH:6]=[C:7]([C:10]3[O:14][CH:13]=[N:12][CH:11]=3)[CH:8]=[CH:9][C:3]=2[O:2][CH3:1])=[C:19]([CH3:23])[O:18][N:17]=1, predict the reactants needed to synthesize it. The reactants are: [CH3:1][O:2][C:3]1[CH:9]=[CH:8][C:7]([C:10]2[O:14][CH:13]=[N:12][CH:11]=2)=[CH:6][C:4]=1[NH2:5].[CH3:15][C:16]1[C:20]([CH:21]=O)=[C:19]([CH3:23])[O:18][N:17]=1. (3) Given the product [CH2:1]([O:8][CH:9]([CH2:12][CH:13]=[CH2:14])[CH2:10][O:11][C@:16]([CH3:15])([CH:19]=[CH2:20])[CH2:18][OH:17])[C:2]1[CH:7]=[CH:6][CH:5]=[CH:4][CH:3]=1, predict the reactants needed to synthesize it. The reactants are: [CH2:1]([O:8][CH:9]([CH2:12][CH:13]=[CH2:14])[CH2:10][OH:11])[C:2]1[CH:7]=[CH:6][CH:5]=[CH:4][CH:3]=1.[CH3:15][C:16]1([CH:19]=[CH2:20])[CH2:18][O:17]1. (4) The reactants are: [CH2:1]([O:3][C:4](=[O:26])[CH2:5][C@@H:6]([NH:15][C:16]1[CH:21]=[C:20]([CH3:22])[CH:19]=[CH:18][C:17]=1[N+:23]([O-])=O)[CH2:7][CH2:8][C:9]1[CH:14]=[CH:13][CH:12]=[CH:11][CH:10]=1)[CH3:2]. Given the product [CH2:1]([O:3][C:4](=[O:26])[CH2:5][C@@H:6]([NH:15][C:16]1[CH:21]=[C:20]([CH3:22])[CH:19]=[CH:18][C:17]=1[NH2:23])[CH2:7][CH2:8][C:9]1[CH:14]=[CH:13][CH:12]=[CH:11][CH:10]=1)[CH3:2], predict the reactants needed to synthesize it. (5) The reactants are: Cl[S:2]([C:5]1[CH:13]=[CH:12][C:8]([C:9]([OH:11])=[O:10])=[CH:7][CH:6]=1)(=[O:4])=[O:3].[F:14][C:15]1[CH:22]=[CH:21][C:18]([NH:19][CH3:20])=[CH:17][CH:16]=1. Given the product [F:14][C:15]1[CH:22]=[CH:21][C:18]([N:19]([CH3:20])[S:2]([C:5]2[CH:13]=[CH:12][C:8]([C:9]([OH:11])=[O:10])=[CH:7][CH:6]=2)(=[O:4])=[O:3])=[CH:17][CH:16]=1, predict the reactants needed to synthesize it. (6) Given the product [C:1]([C:4]1[C:12]2[C:7](=[CH:8][C:9]([P:14](=[O:15])([OH:21])[OH:18])=[C:10]([F:13])[CH:11]=2)[N:6]([CH2:22][C:23]([N:25]2[CH2:29][C@H:28]([F:30])[CH2:27][C@H:26]2[C:31](=[O:42])[NH:32][CH2:33][C:34]2[CH:39]=[CH:38][CH:37]=[C:36]([Cl:40])[C:35]=2[F:41])=[O:24])[CH:5]=1)(=[O:3])[CH3:2], predict the reactants needed to synthesize it. The reactants are: [C:1]([C:4]1[C:12]2[C:7](=[CH:8][C:9]([P:14](=[O:21])([O:18]CC)[O:15]CC)=[C:10]([F:13])[CH:11]=2)[N:6]([CH2:22][C:23]([N:25]2[CH2:29][C@H:28]([F:30])[CH2:27][C@H:26]2[C:31](=[O:42])[NH:32][CH2:33][C:34]2[CH:39]=[CH:38][CH:37]=[C:36]([Cl:40])[C:35]=2[F:41])=[O:24])[CH:5]=1)(=[O:3])[CH3:2].C[Si](Br)(C)C.